This data is from Forward reaction prediction with 1.9M reactions from USPTO patents (1976-2016). The task is: Predict the product of the given reaction. (1) Given the reactants [C:1](Cl)(=[O:8])[C:2]1[CH:7]=[CH:6][CH:5]=[CH:4][CH:3]=1.[CH3:10][CH:11]1[C:19]2[C:14](=[CH:15][C:16]([N+:20]([O-])=O)=[CH:17][CH:18]=2)[C:13](=[O:23])[CH2:12]1.C(N(CC)CC)C.C(OCC)(=O)C, predict the reaction product. The product is: [CH3:10][CH:11]1[C:19]2[C:14](=[CH:15][C:16]([NH:20][C:1](=[O:8])[C:2]3[CH:7]=[CH:6][CH:5]=[CH:4][CH:3]=3)=[CH:17][CH:18]=2)[C:13](=[O:23])[CH2:12]1. (2) Given the reactants [OH:1][C:2]1[CH:7]=[CH:6][C:5]([C:8](=[O:10])[CH3:9])=[CH:4][CH:3]=1.[CH3:11][N:12]([C:16]1[CH:21]=[CH:20][CH:19]=[CH:18][CH:17]=1)[C:13](Cl)=[O:14], predict the reaction product. The product is: [C:8]([C:5]1[CH:6]=[CH:7][C:2]([O:1][C:13](=[O:14])[N:12]([CH3:11])[C:16]2[CH:21]=[CH:20][CH:19]=[CH:18][CH:17]=2)=[CH:3][CH:4]=1)(=[O:10])[CH3:9]. (3) Given the reactants C(OC(=O)[NH:7][CH:8]1[CH2:13][CH2:12][CH2:11][C:10]([CH2:15][C:16]2[CH:21]=[CH:20][CH:19]=[CH:18][C:17]=2[F:22])(O)[CH2:9]1)(C)(C)C.COCCN(S(F)(F)[F:34])CCOC.CO, predict the reaction product. The product is: [F:34][C:10]1([CH2:15][C:16]2[CH:21]=[CH:20][CH:19]=[CH:18][C:17]=2[F:22])[CH2:11][CH2:12][CH2:13][CH:8]([NH2:7])[CH2:9]1. (4) Given the reactants [NH:1](C(OCC1C=CC=CC=1)=O)[C@H:2]([C:6]([N:8]([CH3:24])[C@H:9]([C:13]([N:15]1[CH2:23][CH2:22][CH2:21][C@H:16]1[C:17]([O:19][CH3:20])=[O:18])=[O:14])[CH:10]([CH3:12])[CH3:11])=[O:7])[CH:3]([CH3:5])[CH3:4], predict the reaction product. The product is: [NH2:1][C@H:2]([C:6]([N:8]([CH3:24])[C@H:9]([C:13]([N:15]1[CH2:23][CH2:22][CH2:21][C@H:16]1[C:17]([O:19][CH3:20])=[O:18])=[O:14])[CH:10]([CH3:12])[CH3:11])=[O:7])[CH:3]([CH3:4])[CH3:5]. (5) The product is: [C:19]1([C:10]2[CH:11]=[C:12]([C:13]3[CH:18]=[CH:17][CH:16]=[CH:15][CH:14]=3)[N:8]([C:5]3[CH:6]=[CH:7][C:2]([Si:42]([C:45]4[CH:50]=[CH:49][C:48]([N:9]5[C:32]([C:31]6[CH:34]=[CH:7][CH:2]=[CH:3][CH:33]=6)=[CH:11][C:12]([C:13]6[CH:14]=[CH:15][CH:16]=[CH:17][CH:18]=6)=[N:8]5)=[CH:47][CH:46]=4)([C:36]4[CH:41]=[CH:40][CH:39]=[CH:38][CH:37]=4)[C:27]4[CH:26]=[CH:25][CH:30]=[CH:29][CH:28]=4)=[CH:3][CH:4]=3)[N:9]=2)[CH:24]=[CH:23][CH:22]=[CH:21][CH:20]=1. Given the reactants Br[C:2]1[CH:7]=[CH:6][C:5]([N:8]2[C:12]([C:13]3[CH:18]=[CH:17][CH:16]=[CH:15][CH:14]=3)=[CH:11][C:10]([C:19]3[CH:24]=[CH:23][CH:22]=[CH:21][CH:20]=3)=[N:9]2)=[CH:4][CH:3]=1.[CH3:25][CH2:26][CH2:27][CH2:28][CH2:29][CH3:30].[C:31]([Li])([CH3:34])([CH3:33])[CH3:32].[C:36]1([Si:42]([C:45]2[CH:50]=[CH:49][CH:48]=[CH:47][CH:46]=2)(Cl)Cl)[CH:41]=[CH:40][CH:39]=[CH:38][CH:37]=1, predict the reaction product. (6) Given the reactants Cl[C:2]1[CH:15]=[CH:14][C:13]2[S:12][C:11]3[C:6](=[CH:7][CH:8]=[CH:9][CH:10]=3)[NH:5][C:4]=2[CH:3]=1, predict the reaction product. The product is: [CH:2]([C:3]1[C:4]2[NH:5][C:6]3[C:11](=[CH:10][CH:9]=[CH:8][CH:7]=3)[S:12][C:13]=2[CH:14]=[CH:15][CH:2]=1)([CH2:3][CH3:4])[CH3:15]. (7) Given the reactants Cl[CH2:2][C:3]([NH:5][C:6]1[CH:7]=[C:8]([CH:12]=[CH:13][C:14]=1[C:15]([F:18])([F:17])[F:16])[C:9]([OH:11])=[O:10])=[O:4].[NH:19]1[CH2:24][CH2:23][O:22][CH2:21][CH2:20]1.C(N(CC)CC)C.[I-].[K+], predict the reaction product. The product is: [N:19]1([CH2:2][C:3]([NH:5][C:6]2[CH:7]=[C:8]([CH:12]=[CH:13][C:14]=2[C:15]([F:18])([F:17])[F:16])[C:9]([OH:11])=[O:10])=[O:4])[CH2:24][CH2:23][O:22][CH2:21][CH2:20]1.